Dataset: Full USPTO retrosynthesis dataset with 1.9M reactions from patents (1976-2016). Task: Predict the reactants needed to synthesize the given product. (1) Given the product [CH3:2][C:3]1[CH:8]=[C:7]([CH3:9])[NH:6][C:5](=[O:10])[C:4]=1[CH2:11][NH:12][C:13]([C:15]1[C:19]([CH3:20])=[C:18]([N:21]([CH2:28][CH3:29])[CH:22]2[CH2:27][CH2:26][O:25][CH2:24][CH2:23]2)[S:17][C:16]=1[CH:30]1[CH2:34][CH2:33][N:32]([S:36]([CH3:35])(=[O:38])=[O:37])[CH2:31]1)=[O:14], predict the reactants needed to synthesize it. The reactants are: Cl.[CH3:2][C:3]1[CH:8]=[C:7]([CH3:9])[NH:6][C:5](=[O:10])[C:4]=1[CH2:11][NH:12][C:13]([C:15]1[C:19]([CH3:20])=[C:18]([N:21]([CH2:28][CH3:29])[CH:22]2[CH2:27][CH2:26][O:25][CH2:24][CH2:23]2)[S:17][C:16]=1[CH:30]1[CH2:34][CH2:33][NH:32][CH2:31]1)=[O:14].[CH3:35][S:36](Cl)(=[O:38])=[O:37].CO. (2) Given the product [Br:1][C:2]1[S:6][C:5]([S:7]([NH:15][CH2:14][CH2:13][O:12][CH3:11])(=[O:9])=[O:8])=[CH:4][CH:3]=1, predict the reactants needed to synthesize it. The reactants are: [Br:1][C:2]1[S:6][C:5]([S:7](Cl)(=[O:9])=[O:8])=[CH:4][CH:3]=1.[CH3:11][O:12][CH2:13][CH2:14][NH2:15]. (3) Given the product [N+:1]([C:4]1[CH:12]=[CH:11][CH:10]=[CH:9][C:5]=1[C:6]([NH:31][C:27]1[CH:26]=[C:25]2[C:30](=[CH:29][CH:28]=1)[N:22]([C:20](=[O:21])[CH2:19][C:14]1[CH:15]=[CH:16][CH:17]=[CH:18][N:13]=1)[CH2:23][CH2:24]2)=[O:7])([O-:3])=[O:2], predict the reactants needed to synthesize it. The reactants are: [N+:1]([C:4]1[CH:12]=[CH:11][CH:10]=[CH:9][C:5]=1[C:6](Cl)=[O:7])([O-:3])=[O:2].[N:13]1[CH:18]=[CH:17][CH:16]=[CH:15][C:14]=1[CH2:19][C:20]([N:22]1[C:30]2[C:25](=[CH:26][C:27]([NH2:31])=[CH:28][CH:29]=2)[CH2:24][CH2:23]1)=[O:21].C(N(CC)CC)C.C(=O)([O-])[O-].[K+].[K+]. (4) Given the product [F:1][C:2]1[CH:3]=[C:4]([CH:13]([C:17]2[CH:22]=[CH:21][CH:20]=[CH:19][CH:18]=2)[CH2:14][CH2:15][NH:24][CH3:23])[CH:5]=[C:6]2[C:10]=1[NH:9][CH:8]=[C:7]2[C:11]#[N:12], predict the reactants needed to synthesize it. The reactants are: [F:1][C:2]1[CH:3]=[C:4]([CH:13]([C:17]2[CH:22]=[CH:21][CH:20]=[CH:19][CH:18]=2)[CH2:14][CH2:15]O)[CH:5]=[C:6]2[C:10]=1[NH:9][CH:8]=[C:7]2[C:11]#[N:12].[CH3:23][NH:24]CCC(C1C=C2C(=CC=1)NC=C2C#N)C1C=CC=CC=1. (5) Given the product [F:6][C:7]([F:16])([F:17])[CH:8]([C:10]1[CH:15]=[CH:14][CH:13]=[CH:12][CH:11]=1)[OH:9], predict the reactants needed to synthesize it. The reactants are: P([O-])([O-])([O-])=O.[F:6][C:7]([F:17])([F:16])[C:8]([C:10]1[CH:15]=[CH:14][CH:13]=[CH:12][CH:11]=1)=[O:9].CC(O)C.